Dataset: NCI-60 drug combinations with 297,098 pairs across 59 cell lines. Task: Regression. Given two drug SMILES strings and cell line genomic features, predict the synergy score measuring deviation from expected non-interaction effect. Drug 1: COC1=NC(=NC2=C1N=CN2C3C(C(C(O3)CO)O)O)N. Drug 2: CCN(CC)CCCC(C)NC1=C2C=C(C=CC2=NC3=C1C=CC(=C3)Cl)OC. Cell line: SR. Synergy scores: CSS=69.8, Synergy_ZIP=3.81, Synergy_Bliss=6.76, Synergy_Loewe=-21.7, Synergy_HSA=5.83.